Dataset: Retrosynthesis with 50K atom-mapped reactions and 10 reaction types from USPTO. Task: Predict the reactants needed to synthesize the given product. (1) Given the product COc1ccc(C(=O)Nc2ccccc2Nc2ccccc2)cc1, predict the reactants needed to synthesize it. The reactants are: COc1ccc(C(=O)Cl)cc1.Nc1ccccc1Nc1ccccc1. (2) Given the product Cc1ccc2c(c1)[nH]c(=O)n2C1CCN(C2CCN(C(=O)OC(C)(C)C)CC2)CC1, predict the reactants needed to synthesize it. The reactants are: CC(C)(C)OC(=O)N1CCC(=O)CC1.Cc1ccc2c(c1)[nH]c(=O)n2C1CCNCC1. (3) Given the product CC(=O)Nc1nc(C)c(-c2ccc(S(=O)(=O)NCC3COC(C)(C)O3)s2)s1, predict the reactants needed to synthesize it. The reactants are: CC(=O)Nc1nc(C)c(-c2ccc(S(=O)(=O)Cl)s2)s1.CC1(C)OCC(CN)O1. (4) Given the product Clc1nc2c(c3ccccc13)CCCO2, predict the reactants needed to synthesize it. The reactants are: OCCCc1c(O)nc(Cl)c2ccccc12. (5) Given the product OCCCNc1nc(Cl)nc2c1CCC2c1ccc(F)cc1, predict the reactants needed to synthesize it. The reactants are: Fc1ccc(C2CCc3c(Cl)nc(Cl)nc32)cc1.NCCCO. (6) Given the product CCOc1ccc(-c2ccc3nc(C)c(-c4ccc(-c5ccc(C#N)nc5)nc4)n3n2)cc1OC, predict the reactants needed to synthesize it. The reactants are: CC1(C)OB(c2ccc(C#N)nc2)OC1(C)C.CCOc1ccc(-c2ccc3nc(C)c(-c4ccc(Cl)nc4)n3n2)cc1OC. (7) Given the product O=[N+]([O-])c1c(F)cccc1Oc1ccc(C(F)(F)F)cc1Cl, predict the reactants needed to synthesize it. The reactants are: O=[N+]([O-])c1c(F)cccc1F.Oc1ccc(C(F)(F)F)cc1Cl.